Task: Predict the reactants needed to synthesize the given product.. Dataset: Full USPTO retrosynthesis dataset with 1.9M reactions from patents (1976-2016) Given the product [CH3:29][O:27][C:26]([C@H:25]1[CH2:48][CH2:49][C@H:50]([C:53](=[O:55])[NH:10][CH2:9][C:5]2[C:6](=[O:8])[NH:7][C:2]([NH2:1])=[N:3][N:4]=2)[CH2:51][CH2:52]1)=[O:28], predict the reactants needed to synthesize it. The reactants are: [NH2:1][C:2]1[NH:7][C:6](=[O:8])[C:5]([CH2:9][N:10](CC2C=CC=CC=2)CC2C=CC=CC=2)=[N:4][N:3]=1.[CH3:25][C:26]([OH:28])=[O:27].[CH2:29](N(CC)CC)C.O=C1CCC(=O)N1OC(C[C@H]1[CH2:52][CH2:51][C@H:50]([C:53]([O-:55])=O)[CH2:49][CH2:48]1)=O.